Dataset: Volume of distribution at steady state (VDss) regression data from Lombardo et al.. Task: Regression/Classification. Given a drug SMILES string, predict its absorption, distribution, metabolism, or excretion properties. Task type varies by dataset: regression for continuous measurements (e.g., permeability, clearance, half-life) or binary classification for categorical outcomes (e.g., BBB penetration, CYP inhibition). For this dataset (vdss_lombardo), we predict log10(VDss) (log10 of volume of distribution in L/kg). (1) The compound is COCCn1c2c([n+](Cc3cnccn3)c1C)C(=O)c1ccccc1C2=O. The log10(VDss) is 1.37. (2) The compound is [NH3+]C(C(=O)[O-])C1CC(Cl)=NO1. The log10(VDss) is -0.300. (3) The molecule is CCn1cc(C(=O)[O-])c(=O)c2cc(F)c(N3CC[NH2+]CC3)cc21. The log10(VDss) is 0.270. (4) The compound is CCC#CCC(C)C(O)C#CC1C(O)CC2C/C(=C\COCCCC(=O)[O-])CC21. The log10(VDss) is 0.380. (5) The compound is CCC1(O)C(=O)OCc2c1cc1n(c2=O)Cc2cc3c(C[NH+](C)C)c(O)ccc3nc2-1. The log10(VDss) is 0.260. (6) The molecule is C=CC1C[NH+]2CCC1CC2C(O)c1ccnc2ccc(OC)cc12. The log10(VDss) is 0.460.